This data is from Catalyst prediction with 721,799 reactions and 888 catalyst types from USPTO. The task is: Predict which catalyst facilitates the given reaction. (1) Reactant: CC(OC(/N=N/C(OC(C)C)=O)=O)C.[F:15][C:16]([F:40])([F:39])[C:17]1[N:21]2[N:22]=[C:23]([N:26]3[CH2:31][CH2:30][N:29]([C:32]4[CH:37]=[CH:36][C:35]([OH:38])=[CH:34][CH:33]=4)[CH2:28][CH2:27]3)[CH:24]=[CH:25][C:20]2=[N:19][N:18]=1.[Br:41][CH2:42][CH2:43]O.C1(P(C2C=CC=CC=2)C2C=CC=CC=2)C=CC=CC=1. Product: [Br:41][CH2:42][CH2:43][O:38][C:35]1[CH:36]=[CH:37][C:32]([N:29]2[CH2:28][CH2:27][N:26]([C:23]3[CH:24]=[CH:25][C:20]4[N:21]([C:17]([C:16]([F:15])([F:39])[F:40])=[N:18][N:19]=4)[N:22]=3)[CH2:31][CH2:30]2)=[CH:33][CH:34]=1. The catalyst class is: 1. (2) Reactant: [F:1][C:2]1[C:3](F)([O:44][CH2:45][O:46][CH2:47][CH2:48][Si:49]([CH3:52])([CH3:51])[CH3:50])[CH2:4][C:5]([CH2:39][C:40]([F:43])([F:42])[F:41])=[C:6]([C:8]2[N:13]=[C:12]([NH:14][CH2:15][C:16]3[CH:21]=[CH:20][CH:19]=[CH:18][C:17]=3[NH:22][CH3:23])[C:11]3[C:24]([C:35]([NH:37][CH3:38])=[O:36])=[N:25][N:26]([CH2:27][O:28][CH2:29][CH2:30][Si:31]([CH3:34])([CH3:33])[CH3:32])[C:10]=3[CH:9]=2)[CH:7]=1.[H-].[Na+].[CH3:56][N:57]([CH3:62])S(Cl)(=O)=O.[C:63](=[O:66])([O-])[O-].[Cs+].[Cs+].CI. Product: [F:1][C:2]1[C:3]([O:44][CH2:45][O:46][CH2:47][CH2:48][Si:49]([CH3:52])([CH3:50])[CH3:51])=[CH:4][C:5]([CH2:39][C:40]([F:42])([F:43])[F:41])=[C:6]([C:8]2[N:13]=[C:12]([NH:14][CH2:15][C:16]3[CH:21]=[CH:20][CH:19]=[CH:18][C:17]=3[N:22]([CH3:23])[C:63]([N:57]([CH3:62])[CH3:56])=[O:66])[C:11]3[C:24]([C:35]([NH:37][CH3:38])=[O:36])=[N:25][N:26]([CH2:27][O:28][CH2:29][CH2:30][Si:31]([CH3:34])([CH3:32])[CH3:33])[C:10]=3[CH:9]=2)[CH:7]=1. The catalyst class is: 1. (3) Reactant: [N+:1]([C:4]1[C:5]([NH:13][C:14]2([CH2:24][OH:25])[CH2:23][CH2:22][C:17]3([O:21][CH2:20][CH2:19][O:18]3)[CH2:16][CH2:15]2)=[C:6]2[S:12][CH:11]=[CH:10][C:7]2=[N:8][CH:9]=1)([O-])=O. Product: [NH2:1][C:4]1[C:5]([NH:13][C:14]2([CH2:24][OH:25])[CH2:23][CH2:22][C:17]3([O:18][CH2:19][CH2:20][O:21]3)[CH2:16][CH2:15]2)=[C:6]2[S:12][CH:11]=[CH:10][C:7]2=[N:8][CH:9]=1. The catalyst class is: 19.